Dataset: Experimentally validated miRNA-target interactions with 360,000+ pairs, plus equal number of negative samples. Task: Binary Classification. Given a miRNA mature sequence and a target amino acid sequence, predict their likelihood of interaction. (1) The miRNA is hsa-miR-4433a-5p with sequence CGUCCCACCCCCCACUCCUGU. The protein sequence of the target gene is MPKNSKVTQREHSSEHVTESVADLLALEEPVDYKQSVLNVAGEAGGKQKAVEEELDAEDRPAWNSKLQYILAQIGFSVGLGNIWRFPYLCQKNGGGAYLVPYLVLLIIIGIPLFFLELAVGQRIRRGSIGVWHYICPRLGGIGFSSCIVCLFVGLYYNVIIGWSIFYFFKSFQYPLPWSECPVVRNGSVAVVEAECEKSSATTYFWYREALDISDSISESGGLNWKMTLCLLVAWSIVGMAVVKGIQSSGKVMYFSSLFPYVVLACFLVRGLLLRGAVDGILHMFTPKLDKMLDPQVWRE.... Result: 1 (interaction). (2) The miRNA is bta-miR-93 with sequence CAAAGUGCUGUUCGUGCAGGUA. The protein sequence of the target gene is MDEERALYIVRAGEAGAIERVLRDYSDKHRATFKFESTDEDKRKKLCEGIFKVLIKDIPTTCQVSCLEVLRILSRDKKVLVPVTTKENMQILLRLAKLNELDDSLEKVSEFPVIVESLKCLCNIVFNSQMAQQLSLELNLAAKLCNLLRKCKDRKFINDIKCFDLRLLFLLSLLHTDIRSQLRYELQGLPLLTQILESAFSIKWTDEYESAIDHNGPPLSPQETDCAIEALKALFNVTVDSWKVHKESDSHQFRVMAAVLRHCLLIVGPTEDKTEELHSNAVNLLSNVPVSCLDVLICPL.... Result: 0 (no interaction). (3) The miRNA is hsa-miR-6861-3p with sequence UGGACCUCUCCUCCCCAG. The protein sequence of the target gene is MGCFCAVPEEFYCEVLLLDESKLTLTTQQQGIKKSTKGSVVLDHVFHHVNLVEIDYFGLRYCDRSHQTYWLDPAKTLAEHKELINTGPPYTLYFGIKFYAEDPCKLKEEITRYQFFLQVKQDVLQGRLPCPVNTAAQLGAYAIQSELGDYDPYKHTAGYVSEYRFVPDQKEELEEAIERIHKTLMGQIPSEAELNYLRTAKSLEMYGVDLHPVYGENKSEYFLGLTPVGVVVYKNKKQVGKYFWPRITKVHFKETQFELRVLGKDCNETSFFFEARSKTACKHLWKCSVEHHTFFRMPEN.... Result: 0 (no interaction).